This data is from Forward reaction prediction with 1.9M reactions from USPTO patents (1976-2016). The task is: Predict the product of the given reaction. Given the reactants [C:1]1([CH:7]2[CH2:12][CH2:11][CH:10]([C:13]([OH:15])=O)[CH2:9][CH2:8]2)[CH:6]=[CH:5][CH:4]=[CH:3][CH:2]=1.Cl.[CH3:17][NH:18][O:19][CH3:20].P(C#N)(OCC)(OCC)=O.C(N(CC)CC)C, predict the reaction product. The product is: [CH3:20][O:19][N:18]([CH3:17])[C:13]([CH:10]1[CH2:11][CH2:12][CH:7]([C:1]2[CH:6]=[CH:5][CH:4]=[CH:3][CH:2]=2)[CH2:8][CH2:9]1)=[O:15].